From a dataset of Full USPTO retrosynthesis dataset with 1.9M reactions from patents (1976-2016). Predict the reactants needed to synthesize the given product. Given the product [F:13][C:14]([F:25])([F:24])[C:15]1[CH:20]=[CH:19][C:18]([C:2]2[CH:3]=[C:4]3[C:9](=[N:10][CH:11]=2)[NH:8][C:7](=[O:12])[CH2:6][CH2:5]3)=[CH:17][CH:16]=1, predict the reactants needed to synthesize it. The reactants are: Br[C:2]1[CH:3]=[C:4]2[C:9](=[N:10][CH:11]=1)[NH:8][C:7](=[O:12])[CH2:6][CH2:5]2.[F:13][C:14]([F:25])([F:24])[C:15]1[CH:20]=[CH:19][C:18](B(O)O)=[CH:17][CH:16]=1.C(=O)([O-])[O-].[K+].[K+].